From a dataset of Catalyst prediction with 721,799 reactions and 888 catalyst types from USPTO. Predict which catalyst facilitates the given reaction. (1) Reactant: [Cl:1][C:2]1[CH:8]=[CH:7][C:5]([NH2:6])=[CH:4][CH:3]=1.C([O:11][CH:12]=[C:13]([C:19]([O-])=O)[C:14]([O:16][CH2:17][CH3:18])=[O:15])C.Cl.[OH-].[Na+]. Product: [CH2:17]([O:16][C:14]([C:13]1[C:12](=[O:11])[C:7]2[C:5](=[CH:4][CH:3]=[C:2]([Cl:1])[CH:8]=2)[NH:6][CH:19]=1)=[O:15])[CH3:18]. The catalyst class is: 84. (2) Reactant: [C:1]1([CH2:7][CH2:8][C:9]([OH:11])=[O:10])[CH:6]=[CH:5][CH:4]=[CH:3][CH:2]=1.[CH2:12](O)[CH2:13][CH2:14][CH3:15].C(OC(C)C)(C)C. Product: [C:1]1([CH2:7][CH2:8][C:9]([O:11][CH2:12][CH2:13][CH2:14][CH3:15])=[O:10])[CH:6]=[CH:5][CH:4]=[CH:3][CH:2]=1. The catalyst class is: 401. (3) Reactant: [CH3:1][C:2]1[S:6][C:5]([CH2:7][N:8]([C:16]2[C:17](=[O:35])[N:18]([CH3:34])[N:19]=[C:20]([O:22][CH2:23][C@H:24]3[CH2:26][C@@H:25]3[C:27]3[CH:32]=[CH:31][C:30]([CH3:33])=[CH:29][N:28]=3)[CH:21]=2)C(=O)OC(C)(C)C)=[N:4][N:3]=1. Product: [CH3:34][N:18]1[C:17](=[O:35])[C:16]([NH:8][CH2:7][C:5]2[S:6][C:2]([CH3:1])=[N:3][N:4]=2)=[CH:21][C:20]([O:22][CH2:23][C@H:24]2[CH2:26][C@@H:25]2[C:27]2[CH:32]=[CH:31][C:30]([CH3:33])=[CH:29][N:28]=2)=[N:19]1. The catalyst class is: 67. (4) Reactant: Cl[C:2]1[C:11]2[C:6](=[CH:7][C:8]([O:14][CH2:15][CH2:16][CH2:17][N:18]3[CH2:22][CH2:21][CH2:20][CH2:19]3)=[C:9](C#N)[CH:10]=2)[N:5]=[CH:4][CH:3]=1.[OH:23][C:24]1[CH:25]=[C:26]2[C:30](=[CH:31][CH:32]=1)[NH:29][C:28]([CH3:33])=[CH:27]2.C(=O)([O-])[O-].[Cs+].[Cs+]. Product: [CH3:33][C:28]1[NH:29][C:30]2[C:26]([CH:27]=1)=[CH:25][C:24]([O:23][C:4]1[CH:3]=[CH:2][C:11]3[C:6](=[CH:7][C:8]([O:14][CH2:15][CH2:16][CH2:17][N:18]4[CH2:19][CH2:20][CH2:21][CH2:22]4)=[CH:9][CH:10]=3)[N:5]=1)=[CH:32][CH:31]=2. The catalyst class is: 3. (5) Reactant: [O:1]=[C:2]([NH:17][C@@H:18]1[CH2:22][CH2:21][NH:20][CH2:19]1)[CH2:3][NH:4][C:5](=[O:16])[C:6]1[CH:11]=[CH:10][CH:9]=[C:8]([C:12]([F:15])([F:14])[F:13])[CH:7]=1.CO.[CH3:25][O:26][C:27]1[N:32]=[CH:31][C:30]([N:33]2[CH2:38][CH2:37][CH2:36][CH2:35][C:34]2=O)=[CH:29][CH:28]=1.C(O[BH-](OC(=O)C)OC(=O)C)(=O)C.[Na+].C([O-])(O)=O.[Na+]. Product: [CH3:25][O:26][C:27]1[N:32]=[CH:31][C:30]([N:33]2[CH2:38][CH2:37][CH:36]([N:20]3[CH2:21][CH2:22][C@@H:18]([NH:17][C:2](=[O:1])[CH2:3][NH:4][C:5](=[O:16])[C:6]4[CH:11]=[CH:10][CH:9]=[C:8]([C:12]([F:14])([F:15])[F:13])[CH:7]=4)[CH2:19]3)[CH2:35][CH2:34]2)=[CH:29][CH:28]=1. The catalyst class is: 4. (6) Reactant: [C:1]1([C@H:11]([NH2:13])[CH3:12])[C:10]2[C:5](=[CH:6][CH:7]=[CH:8][CH:9]=2)[CH:4]=[CH:3][CH:2]=1.[CH2:14]1[C:23]2[C:18](=[CH:19][CH:20]=[CH:21][CH:22]=2)[CH2:17][CH2:16][C:15]1=O.C(O)(=O)C.C([BH3-])#N.[Na+].C([O-])(O)=O.[Na+]. Product: [C:1]1([C@H:11]([NH:13][CH:20]2[CH2:21][CH2:22][C:23]3[C:18](=[CH:17][CH:16]=[CH:15][CH:14]=3)[CH2:19]2)[CH3:12])[C:10]2[C:5](=[CH:6][CH:7]=[CH:8][CH:9]=2)[CH:4]=[CH:3][CH:2]=1. The catalyst class is: 24. (7) The catalyst class is: 443. Product: [CH3:30][N:27]1[CH2:28][CH2:29][CH:24]([N:20]2[C:21]3[C:17](=[CH:16][C:15]([NH2:36])=[CH:23][CH:22]=3)[CH2:18][CH2:19]2)[CH2:25][CH2:26]1. Reactant: P(C(C)(C)C)(C(C)(C)C)C(C)(C)C.Br[C:15]1[CH:16]=[C:17]2[C:21](=[CH:22][CH:23]=1)[N:20]([CH:24]1[CH2:29][CH2:28][N:27]([CH3:30])[CH2:26][CH2:25]1)[CH2:19][CH2:18]2.[Li+].C[Si]([N-:36][Si](C)(C)C)(C)C.